This data is from Full USPTO retrosynthesis dataset with 1.9M reactions from patents (1976-2016). The task is: Predict the reactants needed to synthesize the given product. (1) Given the product [C:1]([O:5][C:6](=[O:19])[N:7]([CH2:9][CH2:10][C:11]1[CH:16]=[C:15]([F:17])[CH:14]=[CH:13][C:12]=1[S:69][Si:68]([CH:70]([CH3:72])[CH3:71])([CH:73]([CH3:75])[CH3:74])[CH:65]([CH3:66])[CH3:67])[CH3:8])([CH3:4])([CH3:3])[CH3:2], predict the reactants needed to synthesize it. The reactants are: [C:1]([O:5][C:6](=[O:19])[N:7]([CH2:9][CH2:10][C:11]1[CH:16]=[C:15]([F:17])[CH:14]=[CH:13][C:12]=1Br)[CH3:8])([CH3:4])([CH3:3])[CH3:2].C1(P(C2C=CC=CC=2)C2C=CC=CC=2OC2C=CC=CC=2P(C2C=CC=CC=2)C2C=CC=CC=2)C=CC=CC=1.CC(C)([O-])C.[Na+].[CH:65]([Si:68]([CH:73]([CH3:75])[CH3:74])([CH:70]([CH3:72])[CH3:71])[SH:69])([CH3:67])[CH3:66]. (2) Given the product [OH:8][C@@H:9]1[C@@:26]2([CH3:27])[C:13](=[CH:14][CH:15]=[C:16]3[C@@H:25]2[CH2:24][CH2:23][C@@:21]2([CH3:22])[C@H:17]3[CH2:18][CH:19]=[C:20]2[CH2:28][S:29][CH2:30][CH2:31][C:32]([OH:35])([CH3:34])[CH3:33])[CH2:12][C@@H:11]([OH:36])[CH2:10]1, predict the reactants needed to synthesize it. The reactants are: [Si]([O:8][C@@H:9]1[C@@:26]2([CH3:27])[C:13](=[CH:14][CH:15]=[C:16]3[C@@H:25]2[CH2:24][CH2:23][C@@:21]2([CH3:22])[C@H:17]3[CH2:18][CH:19]=[C:20]2[CH2:28][S:29][CH2:30][CH2:31][C:32]([OH:35])([CH3:34])[CH3:33])[CH2:12][C@@H:11]([O:36][Si](C(C)(C)C)(C)C)[CH2:10]1)(C(C)(C)C)(C)C.O1CCCC1.[F-].C([N+](CCCC)(CCCC)CCCC)CCC. (3) Given the product [CH2:36]([O:35][C:33]([N:30]1[CH2:29][CH2:28][C:27]([NH:26][C:24]([C:15]2[C:14]([NH:13][C:11]([NH:10][C:3]3[C:2]([CH3:1])=[CH:7][C:6]([CH3:8])=[CH:5][C:4]=3[CH3:9])=[O:12])=[CH:23][C:22]3[C:17](=[CH:18][CH:19]=[CH:20][CH:21]=3)[CH:16]=2)=[O:25])([C:38]([OH:40])=[O:39])[CH2:32][CH2:31]1)=[O:34])[CH3:37], predict the reactants needed to synthesize it. The reactants are: [CH3:1][C:2]1[CH:7]=[C:6]([CH3:8])[CH:5]=[C:4]([CH3:9])[C:3]=1[NH:10][C:11]([NH:13][C:14]1[C:15]([C:24]([NH:26][C:27]2([C:38]([O:40]C)=[O:39])[CH2:32][CH2:31][N:30]([C:33]([O:35][CH2:36][CH3:37])=[O:34])[CH2:29][CH2:28]2)=[O:25])=[CH:16][C:17]2[C:22]([CH:23]=1)=[CH:21][CH:20]=[CH:19][CH:18]=2)=[O:12].Cl. (4) Given the product [CH3:5][N:6]1[CH:10]=[C:9]([N+:1]([O-:4])=[O:2])[CH:8]=[C:7]1[C:11]([OH:13])=[O:12], predict the reactants needed to synthesize it. The reactants are: [N+:1]([O-:4])(O)=[O:2].[CH3:5][N:6]1[CH:10]=[CH:9][CH:8]=[C:7]1[C:11]([OH:13])=[O:12]. (5) Given the product [C:6]([Si:10]([CH3:22])([CH3:21])[O:11][CH2:12][C:13]([C:15]1[CH:20]=[CH:19][CH:18]=[CH:17][CH:16]=1)=[CH2:1])([CH3:9])([CH3:8])[CH3:7], predict the reactants needed to synthesize it. The reactants are: [CH2:1]([Li])CCC.[C:6]([Si:10]([CH3:22])([CH3:21])[O:11][CH2:12][C:13]([C:15]1[CH:20]=[CH:19][CH:18]=[CH:17][CH:16]=1)=O)([CH3:9])([CH3:8])[CH3:7]. (6) Given the product [Cl:20][C:8]1[CH:9]=[C:10]([C:13]2[CH2:18][CH2:17][C:16](=[O:19])[NH:15][N:14]=2)[CH:11]=[CH:12][C:7]=1[O:6][CH2:5][C:4]([OH:21])=[O:3], predict the reactants needed to synthesize it. The reactants are: C([O:3][C:4](=[O:21])[CH2:5][O:6][C:7]1[CH:12]=[CH:11][C:10]([C:13]2[CH2:18][CH2:17][C:16](=[O:19])[NH:15][N:14]=2)=[CH:9][C:8]=1[Cl:20])C.[OH-].[Na+].O.Cl. (7) Given the product [F:14][C:10]1[CH:9]=[C:8]2[C:13](=[CH:12][CH:11]=1)[N:5]([CH2:4][C:3]([OH:32])=[O:2])[C:6]([CH3:31])=[C:7]2[CH2:15][C:16]1[S:17][CH:18]=[CH:19][C:20]=1[S:21]([C:24]1[CH:25]=[CH:26][C:27]([F:30])=[CH:28][CH:29]=1)(=[O:23])=[O:22], predict the reactants needed to synthesize it. The reactants are: C[O:2][C:3](=[O:32])[CH2:4][N:5]1[C:13]2[C:8](=[CH:9][C:10]([F:14])=[CH:11][CH:12]=2)[C:7]([CH2:15][C:16]2[S:17][CH:18]=[CH:19][C:20]=2[S:21]([C:24]2[CH:29]=[CH:28][C:27]([F:30])=[CH:26][CH:25]=2)(=[O:23])=[O:22])=[C:6]1[CH3:31].O1CCCC1.[OH-].[Na+].Cl. (8) Given the product [C:30]([CH:28]([CH:26]([C:25]([OH:34])=[O:33])[OH:27])[OH:29])([OH:32])=[O:31].[CH:1]([N:4]([CH2:8][CH2:9][CH:10]([C:17]1[CH:22]=[C:21]([CH3:23])[CH:20]=[CH:19][C:18]=1[OH:24])[C:11]1[CH:12]=[CH:13][CH:14]=[CH:15][CH:16]=1)[CH:5]([CH3:7])[CH3:6])([CH3:2])[CH3:3], predict the reactants needed to synthesize it. The reactants are: [CH:1]([N:4]([CH2:8][CH2:9][CH:10]([C:17]1[CH:22]=[C:21]([CH3:23])[CH:20]=[CH:19][C:18]=1[OH:24])[C:11]1[CH:16]=[CH:15][CH:14]=[CH:13][CH:12]=1)[CH:5]([CH3:7])[CH3:6])([CH3:3])[CH3:2].[C:25]([OH:34])(=[O:33])[C@@H:26]([C@H:28]([C:30]([OH:32])=[O:31])[OH:29])[OH:27]. (9) Given the product [F:7][C:8]1([F:15])[CH2:11][CH:10]([C:12]([N:17]([CH3:18])[CH3:16])=[O:13])[CH2:9]1, predict the reactants needed to synthesize it. The reactants are: C(Cl)(=O)C(Cl)=O.[F:7][C:8]1([F:15])[CH2:11][CH:10]([C:12](O)=[O:13])[CH2:9]1.[CH3:16][N:17](C=O)[CH3:18].N(C)C.